This data is from Full USPTO retrosynthesis dataset with 1.9M reactions from patents (1976-2016). The task is: Predict the reactants needed to synthesize the given product. (1) Given the product [CH3:22][O:21][C:19]([C:16]1[CH:17]=[C:18]2[C:13](=[CH:14][C:15]=1[O:23][CH3:24])[N:12]=[CH:11][CH:10]=[C:9]2[O:8][C:6]1[CH:5]=[CH:4][C:3]([NH:25][C:26]([NH:38][CH:35]2[CH2:37][CH2:36]2)=[O:34])=[C:2]([F:1])[CH:7]=1)=[O:20], predict the reactants needed to synthesize it. The reactants are: [F:1][C:2]1[CH:7]=[C:6]([O:8][C:9]2[C:18]3[C:13](=[CH:14][C:15]([O:23][CH3:24])=[C:16]([C:19]([O:21][CH3:22])=[O:20])[CH:17]=3)[N:12]=[CH:11][CH:10]=2)[CH:5]=[CH:4][C:3]=1[NH:25][C:26](=[O:34])OC1C=CC=CC=1.[CH:35]1([NH2:38])[CH2:37][CH2:36]1. (2) Given the product [CH:25]1([CH2:24][N:23]2[C:22]3[CH:21]=[CH:20][C:17]([C:18]#[N:19])=[CH:16][C:15]=3[N:14]=[C:11]2[CH2:10][C:7]2[CH:8]=[CH:9][C:4]([O:3][CH2:1][CH3:2])=[CH:5][CH:6]=2)[CH2:26][CH2:27]1, predict the reactants needed to synthesize it. The reactants are: [CH2:1]([O:3][C:4]1[CH:9]=[CH:8][C:7]([CH2:10][C:11](Cl)=O)=[CH:6][CH:5]=1)[CH3:2].[NH2:14][C:15]1[CH:16]=[C:17]([CH:20]=[CH:21][C:22]=1[NH:23][CH2:24][CH:25]1[CH2:27][CH2:26]1)[C:18]#[N:19]. (3) Given the product [Br:1][C:2]1[C:7]([O:8][CH3:9])=[C:6]([OH:10])[C:5]([Br:11])=[CH:4][C:3]=1[CH2:12][C:13]([CH3:18])([CH3:17])[CH2:14][C:15]([O:23][CH2:21][CH3:22])=[O:16], predict the reactants needed to synthesize it. The reactants are: [Br:1][C:2]1[C:7]([O:8][CH3:9])=[C:6]([OH:10])[C:5]([Br:11])=[CH:4][C:3]=1[CH2:12][C:13]([CH3:18])([CH3:17])[CH2:14][CH:15]=[O:16].[OH-].[Na+].[CH2:21]([OH:23])[CH3:22]. (4) Given the product [F:10][C:9]([F:12])([F:11])[C:6]1[CH:7]=[CH:8][C:3]([CH:2]([C:13]2[CH:18]=[CH:17][C:16]([C:19]([F:22])([F:21])[F:20])=[CH:15][CH:14]=2)[N:26]2[CH:27]=[CH:28][CH:29]=[C:30]([C:31]([O:33][CH3:34])=[O:32])[C:25]2=[O:24])=[CH:4][CH:5]=1, predict the reactants needed to synthesize it. The reactants are: Br[CH:2]([C:13]1[CH:18]=[CH:17][C:16]([C:19]([F:22])([F:21])[F:20])=[CH:15][CH:14]=1)[C:3]1[CH:8]=[CH:7][C:6]([C:9]([F:12])([F:11])[F:10])=[CH:5][CH:4]=1.Cl.[O:24]=[C:25]1[C:30]([C:31]([O:33][CH3:34])=[O:32])=[CH:29][CH:28]=[CH:27][NH:26]1.[H-].[Na+]. (5) The reactants are: [F:1][C:2]1[CH:3]=[C:4]2[C:9](=[CH:10][CH:11]=1)[N:8]=[C:7]([NH:12][C:13](=[O:17])OCC)[C:6]([O:18][CH3:19])=[N:5]2.[Cl:20][C:21]1[CH:26]=[CH:25][C:24]([N:27]2[CH2:32][CH2:31][NH:30][CH2:29][CH2:28]2)=[CH:23][CH:22]=1. Given the product [F:1][C:2]1[CH:3]=[C:4]2[C:9](=[CH:10][CH:11]=1)[N:8]=[C:7]([NH:12][C:13]([N:30]1[CH2:29][CH2:28][N:27]([C:24]3[CH:23]=[CH:22][C:21]([Cl:20])=[CH:26][CH:25]=3)[CH2:32][CH2:31]1)=[O:17])[C:6]([O:18][CH3:19])=[N:5]2, predict the reactants needed to synthesize it. (6) Given the product [CH2:1]([O:4][S:5]([O-:8])(=[O:7])=[O:6])[CH2:2][CH3:3].[C:37]([C:34]1[CH:35]=[CH:36][C:31]([I+:30][C:27]2[CH:28]=[CH:29][C:24]([C:19]([CH2:22][CH3:23])([CH3:21])[CH3:20])=[CH:25][CH:26]=2)=[CH:32][CH:33]=1)([CH2:40][CH3:41])([CH3:39])[CH3:38], predict the reactants needed to synthesize it. The reactants are: [CH2:1]([O:4][S:5]([O-:8])(=[O:7])=[O:6])[CH2:2][CH3:3].C[N+](C)(C)C.S([O-])(O)(=O)=O.[C:19]([C:24]1[CH:29]=[CH:28][C:27]([I+:30][C:31]2[CH:36]=[CH:35][C:34]([C:37]([CH2:40][CH3:41])([CH3:39])[CH3:38])=[CH:33][CH:32]=2)=[CH:26][CH:25]=1)([CH2:22][CH3:23])([CH3:21])[CH3:20].C(Cl)Cl.